Dataset: Catalyst prediction with 721,799 reactions and 888 catalyst types from USPTO. Task: Predict which catalyst facilitates the given reaction. (1) Reactant: C[O:2][C:3]([C:5]1[CH:10]=[CH:9][C:8](B(O)O)=[CH:7][CH:6]=1)=O.Cl.O[C@@H]1CCCC[C@H]1N.C[Si]([N-][Si](C)(C)C)(C)C.[Na+].[CH:33]1(Br)[CH2:37][CH2:36][CH2:35][CH2:34]1.[CH3:39][CH:40]([OH:42])[CH3:41]. Product: [CH:33]1([C:8]2[CH:9]=[CH:10][C:5]([C:3]([O:42][CH:40]([CH3:41])[CH3:39])=[O:2])=[CH:6][CH:7]=2)[CH2:37][CH2:36][CH2:35][CH2:34]1. The catalyst class is: 61. (2) The catalyst class is: 20. Product: [S:21]([C:18]1[CH:19]=[CH:20][C:15]([CH3:25])=[CH:16][CH:17]=1)([OH:3])(=[O:23])=[O:22].[CH3:1][O:3][CH3:4]. Reactant: [CH2:1]([O:3][CH2:4]COCCOCCO)C.[OH-].[K+].[C:15]1([CH3:25])[CH:20]=[CH:19][C:18]([S:21](Cl)(=[O:23])=[O:22])=[CH:17][CH:16]=1. (3) Reactant: [CH2:1]([O:4][C:5](=[O:41])[C@@H:6]([NH:33][C:34]([O:36][C:37]([CH3:40])([CH3:39])[CH3:38])=[O:35])[CH2:7][C:8]1[CH:32]=[CH:31][C:11]([O:12][C:13]([NH:15][CH2:16][CH2:17][CH2:18][C@@H:19]([C:28](O)=[O:29])[NH:20][C:21]([O:23][C:24]([CH3:27])([CH3:26])[CH3:25])=[O:22])=[O:14])=[CH:10][CH:9]=1)[CH:2]=[CH2:3].[C:42]([S:61][CH2:62][C@@H:63]([C:65]([NH2:67])=[O:66])[NH2:64])([C:55]1[CH:60]=[CH:59][CH:58]=[CH:57][CH:56]=1)([C:49]1[CH:54]=[CH:53][CH:52]=[CH:51][CH:50]=1)[C:43]1[CH:48]=[CH:47][CH:46]=[CH:45][CH:44]=1.C(N(CC)C(C)C)(C)C.CN(C(ON1N=NC2C=CC=NC1=2)=[N+](C)C)C.F[P-](F)(F)(F)(F)F. Product: [CH2:1]([O:4][C:5](=[O:41])[C@@H:6]([NH:33][C:34]([O:36][C:37]([CH3:40])([CH3:39])[CH3:38])=[O:35])[CH2:7][C:8]1[CH:9]=[CH:10][C:11]([O:12][C:13]([NH:15][CH2:16][CH2:17][CH2:18][C@@H:19]([C:28]([NH:64][C@H:63]([C:65]([NH2:67])=[O:66])[CH2:62][S:61][C:42]([C:49]2[CH:54]=[CH:53][CH:52]=[CH:51][CH:50]=2)([C:55]2[CH:56]=[CH:57][CH:58]=[CH:59][CH:60]=2)[C:43]2[CH:44]=[CH:45][CH:46]=[CH:47][CH:48]=2)=[O:29])[NH:20][C:21]([O:23][C:24]([CH3:27])([CH3:26])[CH3:25])=[O:22])=[O:14])=[CH:31][CH:32]=1)[CH:2]=[CH2:3]. The catalyst class is: 4. (4) Reactant: [Cl:1][C:2]1[CH:3]=[C:4]2[C:8](=[CH:9][CH:10]=1)[NH:7][CH:6]=[CH:5]2.[F:11][C:12]([F:23])([F:22])[C:13](O[C:13](=[O:14])[C:12]([F:23])([F:22])[F:11])=[O:14].C([O-])(O)=O.[Na+]. Product: [Cl:1][C:2]1[CH:3]=[C:4]2[C:8](=[CH:9][CH:10]=1)[NH:7][CH:6]=[C:5]2[C:13](=[O:14])[C:12]([F:23])([F:22])[F:11]. The catalyst class is: 3. (5) Reactant: [NH2:1][C:2]1[N:6]([CH3:7])[N:5]=[C:4]([OH:8])[C:3]=1[C:9]1[CH:14]=[CH:13][C:12]([CH3:15])=[CH:11][CH:10]=1.C(=O)([O-])[O-].[K+].[K+].[CH3:22][O:23][CH2:24][CH2:25]Br. Product: [NH2:1][C:2]1[N:6]([CH3:7])[N:5]=[C:4]([O:8][CH2:25][CH2:24][O:23][CH3:22])[C:3]=1[C:9]1[CH:14]=[CH:13][C:12]([CH3:15])=[CH:11][CH:10]=1. The catalyst class is: 9. (6) Reactant: Br[CH2:2][C:3]1[CH:12]=[CH:11][C:6]([C:7]([O:9][CH3:10])=[O:8])=[CH:5][C:4]=1[O:13][S:14]([CH3:17])(=[O:16])=[O:15].[CH3:18][CH:19]1[CH2:28][CH2:27][C:26]2[C:21](=[CH:22][CH:23]=[CH:24][CH:25]=2)[NH:20]1.C(=O)([O-])[O-].[K+].[K+].CN(C)C=O. Product: [CH3:18][CH:19]1[CH2:28][CH2:27][C:26]2[C:21](=[CH:22][CH:23]=[CH:24][CH:25]=2)[N:20]1[CH2:2][C:3]1[CH:12]=[CH:11][C:6]([C:7]([O:9][CH3:10])=[O:8])=[CH:5][C:4]=1[O:13][S:14]([CH3:17])(=[O:16])=[O:15]. The catalyst class is: 13. (7) Reactant: [CH3:1][C@H:2]1[NH:7][CH2:6][CH2:5][N:4]([C:8]([O:10]C(C)(C)C)=O)[CH2:3]1.CC1C=CC(S(O[CH2:26][CH:27]2[CH2:32][CH2:31][CH2:30][N:29]([CH2:33][CH3:34])[CH2:28]2)(=O)=O)=CC=1.C(=O)([O-])[O-].[K+].[K+].C(N(C(C)C)CC)(C)C.[Cl:50][C:51]1[CH:52]=[C:53]([N:58]=C=O)[CH:54]=[CH:55][C:56]=1[Cl:57]. Product: [Cl:50][C:51]1[CH:52]=[C:53]([NH:58][C:8]([N:4]2[CH2:5][CH2:6][N:7]([CH2:26][CH:27]3[CH2:32][CH2:31][CH2:30][N:29]([CH2:33][CH3:34])[CH2:28]3)[C@H:2]([CH3:1])[CH2:3]2)=[O:10])[CH:54]=[CH:55][C:56]=1[Cl:57]. The catalyst class is: 245. (8) Reactant: [CH3:1][O:2][C:3]([C:5]1[S:6][C:7]([CH:27]2[CH2:32][CH2:31][C:30]([CH3:34])([CH3:33])[CH2:29][CH2:28]2)=[CH:8][C:9]=1[N:10]([C@H:20]1[CH2:25][CH2:24][C@@H:23]([OH:26])[CH2:22][CH2:21]1)[C:11]([C@H:13]1[CH2:18][CH2:17][C@H:16]([CH3:19])[CH2:15][CH2:14]1)=[O:12])=[O:4].[CH3:35][S:36](Cl)(=[O:38])=[O:37].C(N(CC)CC)C.O. Product: [CH3:1][O:2][C:3]([C:5]1[S:6][C:7]([CH:27]2[CH2:28][CH2:29][C:30]([CH3:33])([CH3:34])[CH2:31][CH2:32]2)=[CH:8][C:9]=1[N:10]([C@H:20]1[CH2:25][CH2:24][C@@H:23]([O:26][S:36]([CH3:35])(=[O:38])=[O:37])[CH2:22][CH2:21]1)[C:11]([C@H:13]1[CH2:14][CH2:15][C@H:16]([CH3:19])[CH2:17][CH2:18]1)=[O:12])=[O:4]. The catalyst class is: 2.